From a dataset of Forward reaction prediction with 1.9M reactions from USPTO patents (1976-2016). Predict the product of the given reaction. (1) Given the reactants [F:1][C:2]1[CH:28]=[C:27]([F:29])[CH:26]=[CH:25][C:3]=1[CH2:4][O:5][C:6]1[N:7]=[CH:8][N:9]([C:15]2[CH:16]=[C:17]([CH:21]=[CH:22][C:23]=2[CH3:24])[C:18]([OH:20])=O)[C:10](=[O:14])[C:11]=1[CH2:12][CH3:13].CN1CCOCC1.ClC(OCC(C)C)=O.[NH2:45][C@H:46]([CH3:49])[CH2:47][OH:48], predict the reaction product. The product is: [F:1][C:2]1[CH:28]=[C:27]([F:29])[CH:26]=[CH:25][C:3]=1[CH2:4][O:5][C:6]1[N:7]=[CH:8][N:9]([C:15]2[CH:16]=[C:17]([CH:21]=[CH:22][C:23]=2[CH3:24])[C:18]([NH:45][C@H:46]([CH3:49])[CH2:47][OH:48])=[O:20])[C:10](=[O:14])[C:11]=1[CH2:12][CH3:13]. (2) Given the reactants [CH2:1]=[C:2]([CH2:8][CH3:9])[C:3]([O:5][CH2:6][CH3:7])=[O:4].[CH2:10]([NH2:17])[C:11]1[CH:16]=[CH:15][CH:14]=[CH:13][CH:12]=1, predict the reaction product. The product is: [CH2:10]([NH:17][CH2:1][CH:2]([CH2:8][CH3:9])[C:3]([O:5][CH2:6][CH3:7])=[O:4])[C:11]1[CH:16]=[CH:15][CH:14]=[CH:13][CH:12]=1. (3) Given the reactants Br[C:2]1[S:3][C:4](Br)=[CH:5][CH:6]=1.C([Li])CCC.[CH3:13][Sn:14](Cl)([CH3:16])[CH3:15], predict the reaction product. The product is: [CH3:13][Sn:14]([CH3:16])([CH3:15])[C:2]1[S:3][C:4]([Sn:14]([CH3:16])([CH3:15])[CH3:13])=[CH:5][CH:6]=1. (4) Given the reactants [F:1][C:2]1([F:22])[CH2:6][N:5]([C:7]2[CH:12]=[CH:11][C:10]([N+:13]([O-:15])=[O:14])=[C:9]([C:16]([F:19])([F:18])[F:17])[CH:8]=2)[C@H:4]([CH2:20][OH:21])[CH2:3]1.C(N(CC)CC)C.[CH3:30][S:31](Cl)(=[O:33])=[O:32], predict the reaction product. The product is: [CH3:30][S:31]([O:21][CH2:20][C@@H:4]1[CH2:3][C:2]([F:1])([F:22])[CH2:6][N:5]1[C:7]1[CH:12]=[CH:11][C:10]([N+:13]([O-:15])=[O:14])=[C:9]([C:16]([F:18])([F:19])[F:17])[CH:8]=1)(=[O:33])=[O:32]. (5) Given the reactants [CH3:1][C:2]1([CH3:14])[C:6]([CH3:8])([CH3:7])[O:5][B:4]([C:9]2[CH:10]=[N:11][NH:12][CH:13]=2)[O:3]1.[F:15][C:16]1[CH:23]=[CH:22][C:19]([CH2:20]Br)=[CH:18][CH:17]=1.C([O-])([O-])=O.[K+].[K+], predict the reaction product. The product is: [F:15][C:16]1[CH:23]=[CH:22][C:19]([CH2:20][N:12]2[CH:13]=[C:9]([B:4]3[O:5][C:6]([CH3:7])([CH3:8])[C:2]([CH3:14])([CH3:1])[O:3]3)[CH:10]=[N:11]2)=[CH:18][CH:17]=1. (6) Given the reactants [CH2:1]([C:4]1[S:31][C:7]2[N:8]=[C:9]([N:25]3[CH2:29][CH2:28][C@H:27]([NH2:30])[CH2:26]3)[N:10]=[C:11]([N:12]3[CH2:17][CH2:16][N:15]4[C:18]([C:21]([F:24])([F:23])[F:22])=[N:19][N:20]=[C:14]4[CH2:13]3)[C:6]=2[CH:5]=1)[CH2:2][CH3:3].C(N(CC)CC)C.[C:39](OC(=O)C)(=[O:41])[CH3:40], predict the reaction product. The product is: [CH2:1]([C:4]1[S:31][C:7]2[N:8]=[C:9]([N:25]3[CH2:29][CH2:28][C@H:27]([NH:30][C:39](=[O:41])[CH3:40])[CH2:26]3)[N:10]=[C:11]([N:12]3[CH2:17][CH2:16][N:15]4[C:18]([C:21]([F:22])([F:23])[F:24])=[N:19][N:20]=[C:14]4[CH2:13]3)[C:6]=2[CH:5]=1)[CH2:2][CH3:3].